This data is from Forward reaction prediction with 1.9M reactions from USPTO patents (1976-2016). The task is: Predict the product of the given reaction. (1) The product is: [ClH:1].[CH3:25][O:26][C:27]1[CH:32]=[CH:31][C:30]([C:2]2[CH:7]=[CH:6][N:5]=[C:4]3[NH:8][C:9]([C:11]4[CH:16]=[CH:15][C:14]([CH2:17][N:18]5[CH2:23][CH2:22][N:21]([CH3:24])[CH2:20][CH2:19]5)=[CH:13][CH:12]=4)=[N:10][C:3]=23)=[CH:29][CH:28]=1. Given the reactants [Cl:1][C:2]1[CH:7]=[CH:6][N:5]=[C:4]2[NH:8][C:9]([C:11]3[CH:16]=[CH:15][C:14]([CH2:17][N:18]4[CH2:23][CH2:22][N:21]([CH3:24])[CH2:20][CH2:19]4)=[CH:13][CH:12]=3)=[N:10][C:3]=12.[CH3:25][O:26][C:27]1[CH:32]=[CH:31][C:30](B(O)O)=[CH:29][CH:28]=1.C(=O)([O-])[O-].[Na+].[Na+], predict the reaction product. (2) Given the reactants [OH:1][C:2]1[CH:7]=[CH:6][C:5]([C:8]2[CH:13]=[CH:12][C:11]([C:14]#[N:15])=[CH:10][CH:9]=2)=[CH:4][CH:3]=1.[H-].[H-].[H-].[H-].[Li+].[Al+3].O.[OH-].[K+], predict the reaction product. The product is: [NH2:15][CH2:14][C:11]1[CH:10]=[CH:9][C:8]([C:5]2[CH:6]=[CH:7][C:2]([OH:1])=[CH:3][CH:4]=2)=[CH:13][CH:12]=1. (3) Given the reactants C1(C[N:8]2[CH2:13][CH2:12][CH:11]([N:14]3[C:23](=[O:24])[C:22]4[C:17](=[CH:18][CH:19]=[CH:20][CH:21]=4)[NH:16][C:15]3=[O:25])[CH2:10][CH2:9]2)C=CC=CC=1, predict the reaction product. The product is: [NH:8]1[CH2:9][CH2:10][CH:11]([N:14]2[C:23](=[O:24])[C:22]3[C:17](=[CH:18][CH:19]=[CH:20][CH:21]=3)[NH:16][C:15]2=[O:25])[CH2:12][CH2:13]1. (4) Given the reactants O=C1CCC(=O)N1[C@:8]([OH:24])([C:21]([O-])=[O:22])[C@@:9](N1C(=O)CCC1=O)([OH:13])[C:10]([O-:12])=[O:11].[NH2:25][CH2:26][CH2:27][O:28][CH2:29][CH2:30][O:31][CH2:32][CH2:33][O:34][CH2:35][CH2:36][NH:37][S:38]([C:41]1[CH:46]=[CH:45][CH:44]=[C:43]([CH:47]2[C:56]3[C:51](=[C:52]([Cl:58])[CH:53]=[C:54]([Cl:57])[CH:55]=3)[CH2:50][N:49]([CH3:59])[CH2:48]2)[CH:42]=1)(=[O:40])=[O:39], predict the reaction product. The product is: [Cl:57][C:54]1[CH:55]=[C:56]2[C:51](=[C:52]([Cl:58])[CH:53]=1)[CH2:50][N:49]([CH3:59])[CH2:48][CH:47]2[C:43]1[CH:42]=[C:41]([S:38]([NH:37][CH2:36][CH2:35][O:34][CH2:33][CH2:32][O:31][CH2:30][CH2:29][O:28][CH2:27][CH2:26][NH:25][C:21](=[O:22])[C@H:8]([OH:24])[C@@H:9]([OH:13])[C:10]([OH:12])=[O:11])(=[O:40])=[O:39])[CH:46]=[CH:45][CH:44]=1. (5) Given the reactants [C:1]1([C:7](=[N:17][O:18][CH:19]2[CH2:23][CH2:22][N:21](C(OC(C)(C)C)=O)[CH2:20]2)[C:8]2[NH:16][C:11]3=[CH:12][N:13]=[CH:14][CH:15]=[C:10]3[CH:9]=2)[CH:6]=[CH:5][CH:4]=[CH:3][CH:2]=1.FC(F)(F)C(O)=O.C(Cl)[Cl:39], predict the reaction product. The product is: [ClH:39].[ClH:39].[NH:21]1[CH2:22][CH2:23][CH:19]([O:18][N:17]=[C:7]([C:1]2[CH:6]=[CH:5][CH:4]=[CH:3][CH:2]=2)[C:8]2[NH:16][C:11]3=[CH:12][N:13]=[CH:14][CH:15]=[C:10]3[CH:9]=2)[CH2:20]1. (6) Given the reactants [C:1]([C:3]1[S:7][C:6]([NH:8]C(=O)OC(C)(C)C)=[N:5][CH:4]=1)#[CH:2].[CH:16]1([C:19]2[CH:20]=[C:21]([NH:33][C:34](=[O:43])[C:35]3[CH:40]=[CH:39][C:38]([CH3:41])=[C:37](I)[CH:36]=3)[CH:22]=[CH:23][C:24]=2[CH2:25][N:26]2[CH2:31][CH2:30][N:29]([CH3:32])[CH2:28][CH2:27]2)[CH2:18][CH2:17]1, predict the reaction product. The product is: [NH2:8][C:6]1[S:7][C:3]([C:1]#[C:2][C:39]2[CH:40]=[C:35]([CH:36]=[CH:37][C:38]=2[CH3:41])[C:34]([NH:33][C:21]2[CH:22]=[CH:23][C:24]([CH2:25][N:26]3[CH2:31][CH2:30][N:29]([CH3:32])[CH2:28][CH2:27]3)=[C:19]([CH:16]3[CH2:18][CH2:17]3)[CH:20]=2)=[O:43])=[CH:4][N:5]=1. (7) Given the reactants [Cl:1][C:2]1[CH:7]=[CH:6][C:5]([C@H:8]2[N:15]3[C:11]([S:12][C:13]([C:19]([N:21]4[C@H:28]([CH3:29])[CH2:27][CH2:26][C@H:22]4[C:23](O)=[O:24])=[O:20])=[C:14]3[CH:16]([CH3:18])[CH3:17])=[N:10][C@:9]2([C:31]2[CH:36]=[CH:35][C:34]([Cl:37])=[CH:33][CH:32]=2)[CH3:30])=[CH:4][CH:3]=1.[CH2:38]([C@@H:40]1[CH2:45][NH:44][CH2:43][CH2:42][N:41]1[CH3:46])[CH3:39], predict the reaction product. The product is: [Cl:1][C:2]1[CH:3]=[CH:4][C:5]([C@H:8]2[N:15]3[C:11]([S:12][C:13]([C:19]([N:21]4[C@H:28]([CH3:29])[CH2:27][CH2:26][C@H:22]4[C:23]([N:44]4[CH2:43][CH2:42][N:41]([CH3:46])[C@H:40]([CH2:38][CH3:39])[CH2:45]4)=[O:24])=[O:20])=[C:14]3[CH:16]([CH3:18])[CH3:17])=[N:10][C@:9]2([C:31]2[CH:32]=[CH:33][C:34]([Cl:37])=[CH:35][CH:36]=2)[CH3:30])=[CH:6][CH:7]=1. (8) Given the reactants [O:1]1[CH:5]=[CH:4][CH:3]=[C:2]1[C:6]1[C:7]2[N:15]=[N:14][N:13]([CH2:16][C:17]3[CH:22]=[CH:21][CH:20]=[C:19]([CH2:23][OH:24])[N:18]=3)[C:8]=2[N:9]=[C:10]([NH2:12])[N:11]=1.[H-].[Na+].[CH2:27](Br)[CH:28]=[CH2:29], predict the reaction product. The product is: [CH2:27]([O:24][CH2:23][C:19]1[N:18]=[C:17]([CH2:16][N:13]2[C:8]3[N:9]=[C:10]([N:12]([CH2:22][CH:17]=[CH2:16])[CH2:6][CH:2]=[CH2:3])[N:11]=[C:6]([C:2]4[O:1][CH:5]=[CH:4][CH:3]=4)[C:7]=3[N:15]=[N:14]2)[CH:22]=[CH:21][CH:20]=1)[CH:28]=[CH2:29]. (9) Given the reactants [C:1]([O:5][C:6](=[O:17])[NH:7][CH2:8][C:9]1[CH:14]=[CH:13][N:12]=[C:11]([C:15]#[N:16])[CH:10]=1)([CH3:4])([CH3:3])[CH3:2].[CH2:18]([Mg]Br)[CH3:19].O, predict the reaction product. The product is: [C:1]([O:5][C:6](=[O:17])[NH:7][CH2:8][C:9]1[CH:14]=[CH:13][N:12]=[C:11]([C:15]2([NH2:16])[CH2:19][CH2:18]2)[CH:10]=1)([CH3:4])([CH3:2])[CH3:3]. (10) Given the reactants [C:1]1(P([C:14]2[CH:19]=[CH:18][CH:17]=[CH:16][CH:15]=2)C2C=CC=CC=2)[CH:6]=CC=[CH:3][CH:2]=1.C(N(CC)CC)C.[C:27]([NH:31][CH2:32][C:33]1([OH:46])[CH2:38][CH2:37][N:36]([C:39]([O:41][C:42]([CH3:45])([CH3:44])[CH3:43])=[O:40])[CH2:35][CH2:34]1)([CH3:30])([CH3:29])[CH3:28].[C:56]([O:58]C/C=C\C[CH2:55][C:56]([O-:58])=[O:57])(=[O:57])[CH3:55].[O:59]1CCCC1, predict the reaction product. The product is: [CH:18]1[CH:19]=[C:14]2[C:39]([C:56]([OH:57])([OH:58])[C:55](=[O:59])[C:15]2=[CH:16][CH:17]=1)=[O:40].[C:27]([N:31]1[CH2:32][C:33]2([CH2:34][CH2:35][N:36]([C:39]([O:41][C:42]([CH3:45])([CH3:44])[CH3:43])=[O:40])[CH2:37][CH2:38]2)[O:46][CH:2]([CH:1]=[CH2:6])[CH2:3]1)([CH3:29])([CH3:30])[CH3:28].